From a dataset of Forward reaction prediction with 1.9M reactions from USPTO patents (1976-2016). Predict the product of the given reaction. (1) Given the reactants ON1[C:6]2[CH:7]=[CH:8][CH:9]=[CH:10][C:5]=2N=N1.Cl.C(N=C=NCCCN(C)C)C.[CH2:23]([O:27][C:28]1[CH:36]=[CH:35][C:31]([C:32]([OH:34])=O)=[CH:30][CH:29]=1)[C:24]#[C:25][CH3:26].Cl.Cl.[NH2:39][CH2:40][C@H:41](N1CCCCC1)[C:42]([O:44][CH3:45])=[O:43].C(N(CC)CC)C, predict the reaction product. The product is: [CH2:23]([O:27][C:28]1[CH:29]=[CH:30][C:31]([C:32]([NH:39][CH2:40][C@H:41]([CH:5]2[CH2:10][CH2:9][CH2:8][CH2:7][CH2:6]2)[C:42]([O:44][CH3:45])=[O:43])=[O:34])=[CH:35][CH:36]=1)[C:24]#[C:25][CH3:26]. (2) Given the reactants C(OC([N:8]1[CH2:13][CH2:12][N:11]([S:14]([CH3:17])(=[O:16])=[O:15])[C@H:10]([CH3:18])[CH2:9]1)=O)(C)(C)C.[ClH:19], predict the reaction product. The product is: [ClH:19].[CH3:17][S:14]([N:11]1[CH2:12][CH2:13][NH:8][CH2:9][C@H:10]1[CH3:18])(=[O:15])=[O:16]. (3) Given the reactants [CH3:1][C:2]1[NH:6][C:5]2[S:7][CH:8]=[CH:9][C:4]=2[CH:3]=1.Br[CH2:11][C:12]([O:14][CH3:15])=[O:13].C(=O)([O-])[O-].[K+].[K+].[I-].[K+], predict the reaction product. The product is: [CH3:1][C:2]1[N:6]([CH2:11][C:12]([O:14][CH3:15])=[O:13])[C:5]2[S:7][CH:8]=[CH:9][C:4]=2[CH:3]=1. (4) Given the reactants Cl[C:2]1[CH:3]=[C:4]([CH:23]=[C:24]([CH2:26][OH:27])[N:25]=1)[C:5]([NH:7][CH:8]([C:10]1[CH:11]=[N:12][C:13]([O:17][CH2:18][C:19]([F:22])([F:21])[F:20])=[C:14]([CH3:16])[CH:15]=1)[CH3:9])=[O:6].[C:28]([NH2:32])(=[O:31])[CH2:29][CH3:30].C1(P(C2C=CC=CC=2)C2C3OC4C(=CC=CC=4P(C4C=CC=CC=4)C4C=CC=CC=4)C(C)(C)C=3C=CC=2)C=CC=CC=1.P([O-])([O-])([O-])=O.[K+].[K+].[K+], predict the reaction product. The product is: [OH:27][CH2:26][C:24]1[CH:23]=[C:4]([CH:3]=[C:2]([NH:32][C:28](=[O:31])[CH2:29][CH3:30])[N:25]=1)[C:5]([NH:7][CH:8]([C:10]1[CH:11]=[N:12][C:13]([O:17][CH2:18][C:19]([F:22])([F:21])[F:20])=[C:14]([CH3:16])[CH:15]=1)[CH3:9])=[O:6]. (5) Given the reactants [BH4-].[Na+].C[O:4][C:5]([C:7]1[CH:20]=[C:19]([Cl:21])[C:18]2[C:9](=[C:10]3[C:15](=[CH:16][C:17]=2[CH3:22])[CH:14]=[CH:13][CH:12]=[N:11]3)[N:8]=1)=O.O, predict the reaction product. The product is: [Cl:21][C:19]1[C:18]2[C:9](=[C:10]3[C:15](=[CH:16][C:17]=2[CH3:22])[CH:14]=[CH:13][CH:12]=[N:11]3)[N:8]=[C:7]([CH2:5][OH:4])[CH:20]=1.